Dataset: Reaction yield outcomes from USPTO patents with 853,638 reactions. Task: Predict the reaction yield, written as a fraction of the theoretical maximum amount of product (1.0 means a 100% yield; for example, 0.34 means a 34% yield). (1) The reactants are [N:1]1([C:6]2[CH:11]=[CH:10][C:9]([CH:12]([O:17][CH3:18])[C:13]([O:15]C)=[O:14])=[CH:8][CH:7]=2)[CH:5]=[CH:4][CH:3]=[N:2]1.[OH-].[K+]. The catalyst is CO. The product is [N:1]1([C:6]2[CH:7]=[CH:8][C:9]([CH:12]([O:17][CH3:18])[C:13]([OH:15])=[O:14])=[CH:10][CH:11]=2)[CH:5]=[CH:4][CH:3]=[N:2]1. The yield is 0.950. (2) The catalyst is CCOC(C)=O. The yield is 0.570. The product is [N:39]1[CH:38]=[C:37]([NH:36][C:35]([N:18]2[CH2:17][CH:16]([CH2:15][CH2:14][O:13][C:12]3[CH:20]=[CH:21][CH:22]=[C:10]([O:9][C:8]4[CH:7]=[CH:6][C:5]([Cl:4])=[CH:24][CH:23]=4)[CH:11]=3)[CH2:19]2)=[O:34])[N:41]2[C:40]=1[CH:45]=[CH:44][CH:43]=[N:42]2. The reactants are C(O)=O.[Cl:4][C:5]1[CH:24]=[CH:23][C:8]([O:9][C:10]2[CH:11]=[C:12]([CH:20]=[CH:21][CH:22]=2)[O:13][CH2:14][CH2:15][CH:16]2[CH2:19][NH:18][CH2:17]2)=[CH:7][CH:6]=1.CC#N.C1([O:34][C:35](=O)[NH:36][C:37]2[N:41]3[N:42]=[CH:43][CH:44]=[CH:45][C:40]3=[N:39][CH:38]=2)C=CC=CC=1.